From a dataset of Catalyst prediction with 721,799 reactions and 888 catalyst types from USPTO. Predict which catalyst facilitates the given reaction. (1) Reactant: [C:1]([CH2:3][CH2:4][O:5][P:6](Cl)[N:7]([CH:11]([CH3:13])[CH3:12])[CH:8]([CH3:10])[CH3:9])#[N:2].C(N(CC)CC)C.[CH2:22]([OH:24])[CH3:23].C(OCC)C. The catalyst class is: 2. Product: [C:1]([CH2:3][CH2:4][O:5][P:6]([O:24][CH2:22][CH3:23])[N:7]([CH:11]([CH3:13])[CH3:12])[CH:8]([CH3:10])[CH3:9])#[N:2]. (2) Reactant: Cl.C([O:9][C:10]1[C:11]([CH3:22])=[CH:12][C:13]([O:20][CH3:21])=[C:14]([CH2:16][CH:17]([NH2:19])[CH3:18])[CH:15]=1)C1C=CC=CC=1.[C:23](OC([O-])=O)([O:25][C:26]([CH3:29])([CH3:28])[CH3:27])=[O:24]. Product: [C:26]([O:25][C:23](=[O:24])[NH:19][CH:17]([CH3:18])[CH2:16][C:14]1[CH:15]=[C:10]([OH:9])[C:11]([CH3:22])=[CH:12][C:13]=1[O:20][CH3:21])([CH3:29])([CH3:28])[CH3:27]. The catalyst class is: 473. (3) Reactant: [CH2:1]([N:9]1[CH2:14][CH2:13][CH:12]([NH:15]C(=O)CC)[CH2:11][CH2:10]1)[CH2:2][C:3]1[CH:8]=[CH:7][CH:6]=[CH:5][CH:4]=1.C(N1CCC(=[O:34])CC1)CC1C=CC=CC=1.Cl.NO. Product: [CH2:1]([N:9]1[CH2:14][CH2:13][C:12](=[N:15][OH:34])[CH2:11][CH2:10]1)[CH2:2][C:3]1[CH:8]=[CH:7][CH:6]=[CH:5][CH:4]=1. The catalyst class is: 8. (4) Reactant: [CH:1]1([NH:7][C:8]2[C:13]([C:14]([NH:16][CH:17]=O)=[O:15])=[CH:12][N:11]=[C:10]3[N:19]([CH2:22][O:23][CH2:24][CH2:25][Si:26]([CH3:29])([CH3:28])[CH3:27])[CH:20]=[CH:21][C:9]=23)[CH2:6][CH2:5][CH2:4][CH2:3][CH2:2]1.[Cl-].[NH4+]. Product: [CH:1]1([N:7]2[C:8]3[C:9]4[CH:21]=[CH:20][N:19]([CH2:22][O:23][CH2:24][CH2:25][Si:26]([CH3:28])([CH3:27])[CH3:29])[C:10]=4[N:11]=[CH:12][C:13]=3[C:14](=[O:15])[N:16]=[CH:17]2)[CH2:2][CH2:3][CH2:4][CH2:5][CH2:6]1. The catalyst class is: 60.